Dataset: Full USPTO retrosynthesis dataset with 1.9M reactions from patents (1976-2016). Task: Predict the reactants needed to synthesize the given product. (1) The reactants are: [CH3:1][NH:2][C:3]1[CH:8]=[CH:7][CH:6]=[CH:5][C:4]=1B1OC(C)(C)C(C)(C)O1.Br[C:19]1[CH:24]=[CH:23][N:22]=[C:21]2[NH:25][CH:26]=[CH:27][C:20]=12.P([O-])([O-])([O-])=O.[K+].[K+].[K+].O1CCOCC1. Given the product [CH3:1][NH:2][C:3]1[CH:8]=[CH:7][CH:6]=[CH:5][C:4]=1[C:19]1[CH:24]=[CH:23][N:22]=[C:21]2[NH:25][CH:26]=[CH:27][C:20]=12, predict the reactants needed to synthesize it. (2) Given the product [Cl:1][C:2]1[CH:10]=[CH:9][C:8]2[N:7](/[CH:11]=[C:12](/[C:15]3[CH:16]=[N:17][C:18]([CH3:21])=[CH:19][CH:20]=3)\[CH3:13])[C:6]3[CH2:22][CH2:23][N:24]([CH3:26])[CH2:25][C:5]=3[C:4]=2[CH:3]=1, predict the reactants needed to synthesize it. The reactants are: [Cl:1][C:2]1[CH:10]=[CH:9][C:8]2[N:7]([CH2:11][C:12]([C:15]3[CH:16]=[N:17][C:18]([CH3:21])=[CH:19][CH:20]=3)(O)[CH3:13])[C:6]3[CH2:22][CH2:23][N:24]([CH3:26])[CH2:25][C:5]=3[C:4]=2[CH:3]=1.S(=O)(=O)(O)O.[OH-].[K+].